This data is from Full USPTO retrosynthesis dataset with 1.9M reactions from patents (1976-2016). The task is: Predict the reactants needed to synthesize the given product. Given the product [Br:26][C:25]1[C:17]2[C:18](=[CH:19][C:20]3[CH:21]=[N:22][C:13]([CH:10]4[CH2:11][CH2:12][NH:8][CH2:9]4)=[N:14][C:15]=3[CH:16]=2)[N:23]([C:27]([C:28]2[CH:33]=[CH:32][CH:31]=[CH:30][CH:29]=2)([C:34]2[CH:35]=[CH:36][CH:37]=[CH:38][CH:39]=2)[C:40]2[CH:45]=[CH:44][CH:43]=[CH:42][CH:41]=2)[N:24]=1, predict the reactants needed to synthesize it. The reactants are: C(OC([N:8]1[CH2:12][CH2:11][CH:10]([C:13]2[N:22]=[CH:21][C:20]3[CH:19]=[C:18]4[N:23]([C:27]([C:40]5[CH:45]=[CH:44][CH:43]=[CH:42][CH:41]=5)([C:34]5[CH:39]=[CH:38][CH:37]=[CH:36][CH:35]=5)[C:28]5[CH:33]=[CH:32][CH:31]=[CH:30][CH:29]=5)[N:24]=[C:25]([Br:26])[C:17]4=[CH:16][C:15]=3[N:14]=2)[CH2:9]1)=O)(C)(C)C.Cl.